From a dataset of Reaction yield outcomes from USPTO patents with 853,638 reactions. Predict the reaction yield, written as a fraction of the theoretical maximum amount of product (1.0 means a 100% yield; for example, 0.34 means a 34% yield). (1) The reactants are [N+:1]([C:4]1[CH:12]=[CH:11][CH:10]=[C:9]2[C:5]=1[CH2:6][N:7]([CH:14]([CH2:20][C:21](O)=O)[C@@H:15](C(=O)N)[NH2:16])[C:8]2=[O:13])([O-:3])=[O:2].S(Cl)(Cl)=O.[OH2:28].[C:29](=O)([O-])[O-:30].[Na+].[Na+]. The catalyst is CN(C)C=O.CO. The product is [N+:1]([C:4]1[CH:12]=[CH:11][CH:10]=[C:9]2[C:5]=1[CH2:6][N:7]([CH:14]1[CH2:20][CH2:21][C:29](=[O:30])[NH:16][C:15]1=[O:28])[C:8]2=[O:13])([O-:3])=[O:2]. The yield is 0.780. (2) The reactants are [C:1]([N:4]1[CH2:9][CH2:8][N:7]([C:10](=[O:31])[C:11]2[CH:16]=[CH:15][CH:14]=[C:13]([S:17][C:18]3[S:22][C:21]([NH:23][C:24]4[CH:29]=[CH:28][CH:27]=[C:26](Br)[N:25]=4)=[N:20][CH:19]=3)[CH:12]=2)[CH2:6][CH2:5]1)(=[O:3])[CH3:2].[NH:32]1[CH2:37][CH2:36][CH2:35][CH2:34][CH2:33]1. The catalyst is CN(C)C1C=CN=CC=1.N1C=CC=CC=1. The product is [C:1]([N:4]1[CH2:9][CH2:8][N:7]([C:10](=[O:31])[C:11]2[CH:16]=[CH:15][CH:14]=[C:13]([S:17][C:18]3[S:22][C:21]([NH:23][C:24]4[CH:29]=[CH:28][CH:27]=[C:26]([N:32]5[CH2:37][CH2:36][CH2:35][CH2:34][CH2:33]5)[N:25]=4)=[N:20][CH:19]=3)[CH:12]=2)[CH2:6][CH2:5]1)(=[O:3])[CH3:2]. The yield is 0.680. (3) The reactants are Cl.[Br:2][C:3]1[CH:4]=[C:5]([Cl:11])[C:6]([CH2:9][NH2:10])=[N:7][CH:8]=1.[C:12]1(=O)[O:17][C:15](=[O:16])[C:14]2=[CH:18][CH:19]=[CH:20][CH:21]=[C:13]12. The catalyst is C1(C)C=CC=CC=1. The product is [Br:2][C:3]1[CH:4]=[C:5]([Cl:11])[C:6]([CH2:9][N:10]2[C:15](=[O:16])[C:14]3[C:13](=[CH:21][CH:20]=[CH:19][CH:18]=3)[C:12]2=[O:17])=[N:7][CH:8]=1. The yield is 0.650. (4) The yield is 1.00. The catalyst is CN(C)C=O. The product is [CH3:14][O:13][CH2:12][O:11][C:9]1[C:8]([Br:20])=[C:7]([CH2:15][C:16]([O:18][CH3:19])=[O:17])[CH:6]=[C:5]([O:4][CH2:3][O:2][CH3:1])[CH:10]=1. The reactants are [CH3:1][O:2][CH2:3][O:4][C:5]1[CH:6]=[C:7]([CH2:15][C:16]([O:18][CH3:19])=[O:17])[CH:8]=[C:9]([O:11][CH2:12][O:13][CH3:14])[CH:10]=1.[Br:20]N1C(=O)CCC1=O.O. (5) The reactants are [N+:1]([C:4]1[CH:5]=[CH:6][C:7]2[O:12][CH2:11][CH:10]([CH2:13][OH:14])[O:9][C:8]=2[CH:15]=1)([O-])=O. The catalyst is CO.[Pd]. The product is [NH2:1][C:4]1[CH:5]=[CH:6][C:7]2[O:12][CH2:11][CH:10]([CH2:13][OH:14])[O:9][C:8]=2[CH:15]=1. The yield is 0.860.